From a dataset of Catalyst prediction with 721,799 reactions and 888 catalyst types from USPTO. Predict which catalyst facilitates the given reaction. (1) The catalyst class is: 10. Reactant: FC(F)(F)C(O)=O.[Cl:8][C:9]1[CH:14]=[CH:13][C:12]([C:15]2[CH:16]=[C:17]([C:27]([NH:29][N:30]3[CH2:35][CH2:34][NH:33][CH2:32][CH2:31]3)=[O:28])[CH:18]=[N:19][C:20]=2[O:21][CH2:22][C:23]([F:26])([F:25])[F:24])=[CH:11][CH:10]=1.[C:36]([O:39][CH2:40][CH2:41]Br)(=[O:38])[CH3:37].C([O-])([O-])=O.[K+].[K+]. Product: [Cl:8][C:9]1[CH:14]=[CH:13][C:12]([C:15]2[CH:16]=[C:17]([C:27]([NH:29][N:30]3[CH2:31][CH2:32][N:33]([CH2:41][CH2:40][O:39][C:36](=[O:38])[CH3:37])[CH2:34][CH2:35]3)=[O:28])[CH:18]=[N:19][C:20]=2[O:21][CH2:22][C:23]([F:24])([F:26])[F:25])=[CH:11][CH:10]=1. (2) Reactant: [Cl:1][C:2]1[C:11]2[C:6](=[C:7]([N+:12]([O-])=O)[CH:8]=[CH:9][CH:10]=2)[CH:5]=[CH:4][CH:3]=1.[CH3:15][C:16](OC(C)=O)=[O:17]. Product: [NH:12]([C:7]1[C:6]2[C:11](=[C:2]([Cl:1])[CH:3]=[CH:4][CH:5]=2)[CH:10]=[CH:9][CH:8]=1)[C:16]([CH3:15])=[O:17]. The catalyst class is: 409. (3) Reactant: CC1C=CC(S(O)(=O)=[O:9])=CC=1.C[O:13][C:14]1[CH:19]=[CH:18][C:17](CS)=[CH:16][CH:15]=1.[CH:22]1[C:27](/[CH:28]=[C:29]2\[C@@H:30](C3C=C(O)C=C(O)C=3)[C@H:31](C3C=CC(O)=CC=3)[C:32]3[C:37]\2=[CH:36][C:35]([OH:38])=[CH:34][C:33]=3[OH:39])=[CH:26][CH:25]=[C:24]([OH:55])[CH:23]=1.[C:56]1([OH:62])[CH:61]=[CH:60][CH:59]=[CH:58][CH:57]=1.B(Br)(Br)Br. Product: [CH:26]1[C:27]([CH2:28][C:29]2[C:37]3[C:32](=[C:33]([OH:39])[CH:34]=[C:35]([OH:38])[CH:36]=3)[C@H:31]([C:60]3[CH:61]=[C:56]([OH:62])[CH:57]=[C:58]([OH:9])[CH:59]=3)[C:30]=2[C:17]2[CH:16]=[CH:15][C:14]([OH:13])=[CH:19][CH:18]=2)=[CH:22][CH:23]=[C:24]([OH:55])[CH:25]=1. The catalyst class is: 2. (4) Reactant: [H-].[H-].[H-].[H-].[Li+].[Al+3].C(O[C:12](=O)[NH:13][CH:14]1[CH2:19][CH2:18][N:17]([CH2:20][C:21]2[CH:26]=[CH:25][CH:24]=[CH:23][CH:22]=2)[CH2:16][CH2:15]1)(C)(C)C.O.[OH-].[Na+]. Product: [CH2:20]([N:17]1[CH2:18][CH2:19][CH:14]([NH:13][CH3:12])[CH2:15][CH2:16]1)[C:21]1[CH:22]=[CH:23][CH:24]=[CH:25][CH:26]=1. The catalyst class is: 56. (5) Reactant: [Br:1][C:2]1[CH:3]=[CH:4][C:5]([F:12])=[C:6]([C:8](O)([CH3:10])[CH3:9])[CH:7]=1.C1C(O)=CC=C(O)C=1. Product: [Br:1][C:2]1[CH:3]=[CH:4][C:5]([F:12])=[C:6]([C:8]([CH3:10])=[CH2:9])[CH:7]=1. The catalyst class is: 2. (6) Reactant: Cl[C:2]1[N:10]=[C:9]([C:11]2[CH:16]=[CH:15][CH:14]=[CH:13][N:12]=2)[N:8]=[C:7]2[C:3]=1[N:4]=[CH:5][N:6]2[CH3:17].C(N(CC)C(C)C)(C)C.[Cl:27][C:28]1[CH:34]=[CH:33][C:31]([NH2:32])=[CH:30][CH:29]=1. Product: [Cl:27][C:28]1[CH:34]=[CH:33][C:31]([NH:32][C:2]2[N:10]=[C:9]([C:11]3[CH:16]=[CH:15][CH:14]=[CH:13][N:12]=3)[N:8]=[C:7]3[C:3]=2[N:4]=[CH:5][N:6]3[CH3:17])=[CH:30][CH:29]=1. The catalyst class is: 10. (7) Reactant: [CH2:1]([N:8]1[C:12]2[CH:13]=[C:14]([NH:21][CH:22]3[CH2:27][CH2:26][NH:25][CH2:24][CH2:23]3)[C:15]3[N:16]([C:17]([CH3:20])=[N:18][N:19]=3)[C:11]=2[CH:10]=[C:9]1[CH3:28])[C:2]1[CH:7]=[CH:6][CH:5]=[CH:4][CH:3]=1.[CH:29](=O)[CH3:30].[BH-](OC(C)=O)(OC(C)=O)OC(C)=O.[Na+]. Product: [CH2:1]([N:8]1[C:12]2[CH:13]=[C:14]([NH:21][CH:22]3[CH2:27][CH2:26][N:25]([CH2:29][CH3:30])[CH2:24][CH2:23]3)[C:15]3[N:16]([C:17]([CH3:20])=[N:18][N:19]=3)[C:11]=2[CH:10]=[C:9]1[CH3:28])[C:2]1[CH:3]=[CH:4][CH:5]=[CH:6][CH:7]=1. The catalyst class is: 2. (8) Reactant: [C:1]([C:3]1[C:4]([NH:19][C:20]2[CH:21]=[C:22]3[C:26](=[CH:27][CH:28]=2)[NH:25][CH:24]=[CH:23]3)=[C:5]2[CH:11]=[C:10](/[CH:12]=[CH:13]/[C:14]([O:16]CC)=[O:15])[S:9][C:6]2=[N:7][CH:8]=1)#[N:2].[OH-].[Na+].Cl. Product: [C:1]([C:3]1[C:4]([NH:19][C:20]2[CH:21]=[C:22]3[C:26](=[CH:27][CH:28]=2)[NH:25][CH:24]=[CH:23]3)=[C:5]2[CH:11]=[C:10](/[CH:12]=[CH:13]/[C:14]([OH:16])=[O:15])[S:9][C:6]2=[N:7][CH:8]=1)#[N:2]. The catalyst class is: 1. (9) Product: [I:20][CH2:2][C:3]1[S:7][C:6]([C:8]2[CH:13]=[CH:12][C:11]([C:14]([F:17])([F:16])[F:15])=[CH:10][CH:9]=2)=[N:5][C:4]=1[CH3:18]. The catalyst class is: 21. Reactant: Cl[CH2:2][C:3]1[S:7][C:6]([C:8]2[CH:13]=[CH:12][C:11]([C:14]([F:17])([F:16])[F:15])=[CH:10][CH:9]=2)=[N:5][C:4]=1[CH3:18].[Na+].[I-:20].